Dataset: Forward reaction prediction with 1.9M reactions from USPTO patents (1976-2016). Task: Predict the product of the given reaction. (1) Given the reactants Cl[C:2]1[N:10]=[CH:9][N:8]=[C:7]2[C:3]=1[N:4]=[CH:5][N:6]2[C@@H:11]1[O:17][C@H:16]([CH2:18][OH:19])[C@@H:14]([OH:15])[C@H:12]1[OH:13].[CH3:20][NH:21][CH2:22][CH2:23][CH3:24], predict the reaction product. The product is: [CH3:20][N:21]([CH2:22][CH2:23][CH3:24])[C:2]1[N:10]=[CH:9][N:8]=[C:7]2[C:3]=1[N:4]=[CH:5][N:6]2[C@@H:11]1[O:17][C@H:16]([CH2:18][OH:19])[C@@H:14]([OH:15])[C@H:12]1[OH:13]. (2) Given the reactants [CH2:1]([O:8][C:9]1[CH:17]=[CH:16][C:12]([CH2:13][CH2:14]O)=[CH:11][CH:10]=1)[C:2]1[CH:7]=[CH:6][CH:5]=[CH:4][CH:3]=1.C1(P(C2C=CC=CC=2)C2C=CC=CC=2)C=CC=CC=1.C(Br)(Br)(Br)[Br:38], predict the reaction product. The product is: [CH2:1]([O:8][C:9]1[CH:17]=[CH:16][C:12]([CH2:13][CH2:14][Br:38])=[CH:11][CH:10]=1)[C:2]1[CH:7]=[CH:6][CH:5]=[CH:4][CH:3]=1. (3) Given the reactants [F:1][C:2]1[CH:7]=[CH:6][C:5]([C:8]2[N:9]=[CH:10][NH:11][CH:12]=2)=[CH:4][N:3]=1.[C:13](=O)([O-])[O-].[K+].[K+].Br[CH2:20][CH2:21][CH2:22][CH2:23][N:24]1[C:28](=[O:29])[C:27]2=[CH:30][CH:31]=[CH:32][CH:33]=[C:26]2[C:25]1=[O:34], predict the reaction product. The product is: [F:1][C:2]1[N:3]=[CH:4][C:5]([C:8]2[N:9]=[CH:10][N:11]([CH2:13][CH2:20][CH2:21][CH2:22][CH2:23][N:24]3[C:28](=[O:29])[C:27]4[C:26](=[CH:33][CH:32]=[CH:31][CH:30]=4)[C:25]3=[O:34])[CH:12]=2)=[CH:6][CH:7]=1. (4) Given the reactants [C:1]([C:3]1[C:4]([N:15]2[CH2:18][CH:17]([C:19]([OH:21])=O)[CH2:16]2)=[N:5][C:6]([CH3:14])=[C:7]([C:9]([O:11][CH2:12][CH3:13])=[O:10])[CH:8]=1)#[N:2].CCN=C=NCCCN(C)C.[C:33]1([CH:39]([S:41]([NH2:44])(=[O:43])=[O:42])[CH3:40])[CH:38]=[CH:37][CH:36]=[CH:35][CH:34]=1.CCN(C(C)C)C(C)C, predict the reaction product. The product is: [C:1]([C:3]1[C:4]([N:15]2[CH2:16][CH:17]([C:19]([NH:44][S:41]([CH:39]([C:33]3[CH:38]=[CH:37][CH:36]=[CH:35][CH:34]=3)[CH3:40])(=[O:42])=[O:43])=[O:21])[CH2:18]2)=[N:5][C:6]([CH3:14])=[C:7]([CH:8]=1)[C:9]([O:11][CH2:12][CH3:13])=[O:10])#[N:2]. (5) Given the reactants [NH2:1][C:2]1[S:3]/[C:4](=[CH:8]\[C:9]2[CH:14]=[C:13]([O:15][CH3:16])[C:12]([OH:17])=[C:11]([Cl:18])[CH:10]=2)/[C:5](=[O:7])[N:6]=1.Br[CH2:20][C:21]([C:23]1[CH:30]=[CH:29][C:26]([C:27]#[N:28])=[CH:25][CH:24]=1)=O, predict the reaction product. The product is: [Cl:18][C:11]1[CH:10]=[C:9](/[CH:8]=[C:4]2/[C:5](=[O:7])[N:6]3[CH:20]=[C:21]([C:23]4[CH:30]=[CH:29][C:26]([C:27]#[N:28])=[CH:25][CH:24]=4)[N:1]=[C:2]3[S:3]/2)[CH:14]=[C:13]([O:15][CH3:16])[C:12]=1[OH:17]. (6) Given the reactants [OH:1][C:2]1[CH:10]=[CH:9][C:5]([C:6]([OH:8])=O)=[CH:4][N:3]=1.CCN=C=NCCCN(C)C.C1C=CC2N(O)N=NC=2C=1.Cl.[CH3:33][O:34][NH:35][CH3:36].CCN(CC)CC, predict the reaction product. The product is: [OH:1][C:2]1[CH:10]=[CH:9][C:5]([C:6]([N:35]([O:34][CH3:33])[CH3:36])=[O:8])=[CH:4][N:3]=1.